The task is: Predict the reactants needed to synthesize the given product.. This data is from Full USPTO retrosynthesis dataset with 1.9M reactions from patents (1976-2016). (1) Given the product [CH3:1][S:2]([CH:7]([CH3:13])[C:8]([O:10][CH2:11][CH3:12])=[O:9])(=[O:4])=[O:3], predict the reactants needed to synthesize it. The reactants are: [CH3:1][S:2]([O-:4])=[O:3].[Na+].Cl[CH:7]([CH3:13])[C:8]([O:10][CH2:11][CH3:12])=[O:9]. (2) Given the product [OH:1][C@H:2]1[CH2:7][CH2:6][C@H:5]([NH:8][C:9]2[N:14]=[C:13]([CH2:15][N:16]3[CH2:27][CH2:26][CH2:25][C@H:17]3[C:18]([OH:20])=[O:19])[CH:12]=[C:11]([NH:28][C:29]3[S:30][C:31]4[C:36]([N:37]=3)=[CH:35][CH:34]=[CH:33][N:32]=4)[N:10]=2)[CH2:4][CH2:3]1, predict the reactants needed to synthesize it. The reactants are: [OH:1][C@H:2]1[CH2:7][CH2:6][C@H:5]([NH:8][C:9]2[N:14]=[C:13]([CH2:15][N:16]3[CH2:27][CH2:26][CH2:25][C@H:17]3[C:18]([O:20]C(C)(C)C)=[O:19])[CH:12]=[C:11]([NH:28][C:29]3[S:30][C:31]4[C:36]([N:37]=3)=[CH:35][CH:34]=[CH:33][N:32]=4)[N:10]=2)[CH2:4][CH2:3]1.FC(F)(F)C(O)=O. (3) The reactants are: [CH2:1]([NH:3][CH2:4][C:5]1[CH:10]=[C:9]([C:11]([F:14])([F:13])[F:12])[CH:8]=[CH:7][C:6]=1[C:15]1[C:20]([O:21][CH3:22])=[CH:19][CH:18]=[C:17]([C:23]([F:28])([F:27])[C:24]([OH:26])=[O:25])[CH:16]=1)[CH3:2].[C:29](Cl)(=[O:31])[CH3:30]. Given the product [C:29]([CH2:2][CH2:1][NH:3][CH2:4][C:5]1[CH:10]=[C:9]([C:11]([F:13])([F:14])[F:12])[CH:8]=[CH:7][C:6]=1[C:15]1[C:20]([O:21][CH3:22])=[CH:19][CH:18]=[C:17]([C:23]([F:27])([F:28])[C:24]([OH:26])=[O:25])[CH:16]=1)(=[O:31])[CH3:30], predict the reactants needed to synthesize it. (4) Given the product [F:28][C:18]1([F:17])[O:22][C:21]2[CH:23]=[CH:24][C:25]([NH:27][C:14]([C:13]3[S:12][CH:11]=[N:10][C:9]=3[NH:8][C:6](=[O:7])[O:5][C:1]([CH3:2])([CH3:3])[CH3:4])=[O:16])=[CH:26][C:20]=2[O:19]1, predict the reactants needed to synthesize it. The reactants are: [C:1]([O:5][C:6]([NH:8][C:9]1[N:10]=[CH:11][S:12][C:13]=1[C:14]([OH:16])=O)=[O:7])([CH3:4])([CH3:3])[CH3:2].[F:17][C:18]1([F:28])[O:22][C:21]2[CH:23]=[CH:24][C:25]([NH2:27])=[CH:26][C:20]=2[O:19]1.C(N(CC)CC)C.F[P-](F)(F)(F)(F)F.N1(O[P+](N2CCCC2)(N2CCCC2)N2CCCC2)C2C=CC=CC=2N=N1. (5) The reactants are: [CH3:1][O:2][C:3](=[O:23])[C:4]1[CH:9]=[C:8]([C:10]([O:12]CC)=[CH2:11])[C:7]([C:15]([F:18])([F:17])[F:16])=[CH:6][C:5]=1[NH:19][C:20](=[O:22])[CH3:21].Cl.CCOC(C)=O. Given the product [CH3:1][O:2][C:3](=[O:23])[C:4]1[CH:9]=[C:8]([C:10](=[O:12])[CH3:11])[C:7]([C:15]([F:18])([F:17])[F:16])=[CH:6][C:5]=1[NH:19][C:20](=[O:22])[CH3:21], predict the reactants needed to synthesize it. (6) Given the product [CH3:14][N:15]([CH3:16])[C:2]1[N:9]=[C:8]([C:10]([F:13])([F:12])[F:11])[CH:7]=[CH:6][C:3]=1[CH:4]=[O:5], predict the reactants needed to synthesize it. The reactants are: Cl[C:2]1[N:9]=[C:8]([C:10]([F:13])([F:12])[F:11])[CH:7]=[CH:6][C:3]=1[CH:4]=[O:5].[CH3:14][NH:15][CH3:16]. (7) Given the product [C:20]1([CH:19]([C:26]2[CH:31]=[CH:30][CH:29]=[CH:28][CH:27]=2)[CH2:18][NH:17][C:4]2[N:3]=[C:2]([C:32]#[N:34])[N:10]=[C:9]3[C:5]=2[N:6]=[CH:7][N:8]3[CH:11]2[CH2:16][CH2:15][CH2:14][CH2:13][O:12]2)[CH:25]=[CH:24][CH:23]=[CH:22][CH:21]=1, predict the reactants needed to synthesize it. The reactants are: Cl[C:2]1[N:10]=[C:9]2[C:5]([N:6]=[CH:7][N:8]2[CH:11]2[CH2:16][CH2:15][CH2:14][CH2:13][O:12]2)=[C:4]([NH:17][CH2:18][CH:19]([C:26]2[CH:31]=[CH:30][CH:29]=[CH:28][CH:27]=2)[C:20]2[CH:25]=[CH:24][CH:23]=[CH:22][CH:21]=2)[N:3]=1.[CH2:32]([N:34](CC)CC)C. (8) The reactants are: [Cl:1][CH2:2][CH2:3][N:4]=[C:5]=[O:6].[C:7]([C:11]1[CH:16]=[C:15]([NH2:17])[CH:14]=[C:13]([C:18]([CH3:21])([CH3:20])[CH3:19])[C:12]=1[OH:22])([CH3:10])([CH3:9])[CH3:8]. Given the product [CH3:21][C:18]([C:13]1[CH:14]=[C:15]([NH:17][C:5]([NH:4][CH2:3][CH2:2][Cl:1])=[O:6])[CH:16]=[C:11]([C:7]([CH3:10])([CH3:9])[CH3:8])[C:12]=1[OH:22])([CH3:19])[CH3:20], predict the reactants needed to synthesize it.